From a dataset of Catalyst prediction with 721,799 reactions and 888 catalyst types from USPTO. Predict which catalyst facilitates the given reaction. (1) Reactant: Cl.Cl.[NH2:3][C:4]1[C:8]2[CH2:9][N:10]([CH:13]3[CH2:17][CH2:16][NH:15][CH2:14]3)[CH2:11][CH2:12][C:7]=2[N:6]([C:18]2[CH:23]=[CH:22][C:21]([O:24][C:25]3[CH:30]=[CH:29][CH:28]=[CH:27][CH:26]=3)=[CH:20][CH:19]=2)[C:5]=1[C:31]([NH2:33])=[O:32].CCN(C(C)C)C(C)C.[C:43](Cl)(=[O:46])[CH:44]=[CH2:45]. Product: [C:43]([N:15]1[CH2:16][CH2:17][CH:13]([N:10]2[CH2:11][CH2:12][C:7]3[N:6]([C:18]4[CH:19]=[CH:20][C:21]([O:24][C:25]5[CH:30]=[CH:29][CH:28]=[CH:27][CH:26]=5)=[CH:22][CH:23]=4)[C:5]([C:31]([NH2:33])=[O:32])=[C:4]([NH2:3])[C:8]=3[CH2:9]2)[CH2:14]1)(=[O:46])[CH:44]=[CH2:45]. The catalyst class is: 2. (2) Reactant: [C:1]1([C:7](=O)[CH2:8][C:9]([O:11][CH2:12][CH3:13])=[O:10])[CH:6]=[CH:5][CH:4]=[CH:3][CH:2]=1.OC1C(OS(C2C=CC(C)=CC=2)(=O)=O)=C(I)C=CC=1.[NH2:34][C:35]([NH2:37])=[S:36]. Product: [NH2:37][C:35]1[S:36][C:8]([C:9]([O:11][CH2:12][CH3:13])=[O:10])=[C:7]([C:1]2[CH:6]=[CH:5][CH:4]=[CH:3][CH:2]=2)[N:34]=1. The catalyst class is: 10.